Dataset: Forward reaction prediction with 1.9M reactions from USPTO patents (1976-2016). Task: Predict the product of the given reaction. (1) Given the reactants C([O-])([O-])=O.[K+].[K+].[C@@H:7]1([NH2:14])[CH2:12][CH2:11][CH2:10][CH2:9][C@H:8]1[NH2:13].I[C:16]1[CH:17]=[C:18]([CH3:23])[CH:19]=[C:20]([CH3:22])[CH:21]=1, predict the reaction product. The product is: [CH3:23][C:18]1[CH:17]=[C:16]([NH:13][C@@H:8]2[CH2:9][CH2:10][CH2:11][CH2:12][C@H:7]2[NH2:14])[CH:21]=[C:20]([CH3:22])[CH:19]=1. (2) Given the reactants [CH2:1]([NH:8][C:9]([NH:11][CH2:12][C:13]#[N:14])=[O:10])[C:2]1[CH:7]=[CH:6][CH:5]=[CH:4][CH:3]=1.[H-].[Na+], predict the reaction product. The product is: [CH2:1]([N:8]1[C:13](=[NH:14])[CH2:12][NH:11][C:9]1=[O:10])[C:2]1[CH:7]=[CH:6][CH:5]=[CH:4][CH:3]=1.